From a dataset of hERG Central: cardiac toxicity at 1µM, 10µM, and general inhibition. Predict hERG channel inhibition at various concentrations. (1) The molecule is Nc1ncc(Br)cc1S(=O)(=O)NCCC(=O)N1CCN(c2ccccn2)CC1. Results: hERG_inhib (hERG inhibition (general)): blocker. (2) The molecule is COc1ccc(C(c2nnnn2Cc2ccccc2)N2CCN(c3nc4ccccc4s3)CC2)cc1OC.Cl. Results: hERG_inhib (hERG inhibition (general)): blocker. (3) Results: hERG_inhib (hERG inhibition (general)): blocker. The molecule is Fc1ccc(N2CCN(Cc3c[nH]c4ccccc34)CC2)cc1. (4) Results: hERG_inhib (hERG inhibition (general)): blocker. The compound is COc1ccc(-n2cnnc2SCC(=O)c2cc(C)n(Cc3cccs3)c2C)cc1.